From a dataset of NCI-60 drug combinations with 297,098 pairs across 59 cell lines. Regression. Given two drug SMILES strings and cell line genomic features, predict the synergy score measuring deviation from expected non-interaction effect. (1) Cell line: SK-MEL-28. Drug 2: CCCCCOC(=O)NC1=NC(=O)N(C=C1F)C2C(C(C(O2)C)O)O. Synergy scores: CSS=-0.489, Synergy_ZIP=2.07, Synergy_Bliss=3.64, Synergy_Loewe=-2.67, Synergy_HSA=-1.65. Drug 1: CC1C(C(=O)NC(C(=O)N2CCCC2C(=O)N(CC(=O)N(C(C(=O)O1)C(C)C)C)C)C(C)C)NC(=O)C3=C4C(=C(C=C3)C)OC5=C(C(=O)C(=C(C5=N4)C(=O)NC6C(OC(=O)C(N(C(=O)CN(C(=O)C7CCCN7C(=O)C(NC6=O)C(C)C)C)C)C(C)C)C)N)C. (2) Drug 1: CN(CCCl)CCCl.Cl. Drug 2: N.N.Cl[Pt+2]Cl. Cell line: MOLT-4. Synergy scores: CSS=75.0, Synergy_ZIP=2.85, Synergy_Bliss=3.79, Synergy_Loewe=-0.699, Synergy_HSA=4.76. (3) Drug 1: CC(C)CN1C=NC2=C1C3=CC=CC=C3N=C2N. Drug 2: CC12CCC3C(C1CCC2OP(=O)(O)O)CCC4=C3C=CC(=C4)OC(=O)N(CCCl)CCCl.[Na+]. Cell line: SK-MEL-28. Synergy scores: CSS=6.35, Synergy_ZIP=-2.30, Synergy_Bliss=-1.02, Synergy_Loewe=-2.07, Synergy_HSA=-1.66. (4) Drug 1: C1CCN(CC1)CCOC2=CC=C(C=C2)C(=O)C3=C(SC4=C3C=CC(=C4)O)C5=CC=C(C=C5)O. Drug 2: CCN(CC)CCCC(C)NC1=C2C=C(C=CC2=NC3=C1C=CC(=C3)Cl)OC. Cell line: HCT-15. Synergy scores: CSS=44.7, Synergy_ZIP=2.97, Synergy_Bliss=4.68, Synergy_Loewe=0.245, Synergy_HSA=0.852. (5) Drug 1: C1=C(C(=O)NC(=O)N1)F. Drug 2: COCCOC1=C(C=C2C(=C1)C(=NC=N2)NC3=CC=CC(=C3)C#C)OCCOC.Cl. Cell line: A549. Synergy scores: CSS=54.5, Synergy_ZIP=3.63, Synergy_Bliss=0.339, Synergy_Loewe=1.38, Synergy_HSA=3.93. (6) Drug 1: CN1C(=O)N2C=NC(=C2N=N1)C(=O)N. Drug 2: C1CCC(C(C1)N)N.C(=O)(C(=O)[O-])[O-].[Pt+4]. Cell line: SF-268. Synergy scores: CSS=13.8, Synergy_ZIP=-3.47, Synergy_Bliss=-0.210, Synergy_Loewe=-7.32, Synergy_HSA=-0.894.